From a dataset of Full USPTO retrosynthesis dataset with 1.9M reactions from patents (1976-2016). Predict the reactants needed to synthesize the given product. Given the product [CH:36]1([O:40][C:2]2[N:7]=[CH:6][C:5]([C:8]3([OH:35])[CH2:13][CH2:12][CH:11]([N:14]4[CH2:15][CH:16]([NH:18][C:19]([CH2:21][NH:22][C:23](=[O:34])[C:24]5[CH:29]=[CH:28][CH:27]=[C:26]([C:30]([F:32])([F:31])[F:33])[CH:25]=5)=[O:20])[CH2:17]4)[CH2:10][CH2:9]3)=[CH:4][CH:3]=2)[CH2:39][CH2:38][CH2:37]1, predict the reactants needed to synthesize it. The reactants are: F[C:2]1[N:7]=[CH:6][C:5]([C:8]2([OH:35])[CH2:13][CH2:12][CH:11]([N:14]3[CH2:17][CH:16]([NH:18][C:19]([CH2:21][NH:22][C:23](=[O:34])[C:24]4[CH:29]=[CH:28][CH:27]=[C:26]([C:30]([F:33])([F:32])[F:31])[CH:25]=4)=[O:20])[CH2:15]3)[CH2:10][CH2:9]2)=[CH:4][CH:3]=1.[CH:36]1([OH:40])[CH2:39][CH2:38][CH2:37]1.